From a dataset of Full USPTO retrosynthesis dataset with 1.9M reactions from patents (1976-2016). Predict the reactants needed to synthesize the given product. (1) Given the product [C:1]1([C:7]2[CH:8]=[C:9]3[C:18](=[S:30])[NH:17][C:16]4[C:11](=[CH:12][CH:13]=[CH:14][CH:15]=4)[N:10]3[CH:20]=2)[CH:6]=[CH:5][CH:4]=[CH:3][CH:2]=1, predict the reactants needed to synthesize it. The reactants are: [C:1]1([C:7]2[CH:8]=[C:9]3[C:18](=O)[NH:17][C:16]4[C:11](=[CH:12][CH:13]=[CH:14][CH:15]=4)[N:10]3[CH:20]=2)[CH:6]=[CH:5][CH:4]=[CH:3][CH:2]=1.COC1C=CC(P2(SP(C3C=CC(OC)=CC=3)(=S)S2)=[S:30])=CC=1. (2) Given the product [CH3:15][C:14]([C:9]1[C:10]([F:12])=[CH:11][C:6]([Br:5])=[C:7]([F:13])[CH:8]=1)=[O:16], predict the reactants needed to synthesize it. The reactants are: [Cl-].[Al+3].[Cl-].[Cl-].[Br:5][C:6]1[CH:11]=[C:10]([F:12])[CH:9]=[CH:8][C:7]=1[F:13].[C:14](Cl)(=[O:16])[CH3:15].Cl. (3) Given the product [Br:9][C:10]1[CH:11]=[C:12]([CH:16]=[CH:17][C:18]=1[CH3:19])[C:13]([O:15][CH3:1])=[O:14], predict the reactants needed to synthesize it. The reactants are: [CH3:1]CCCCC.[H-].[Na+].[Br:9][C:10]1[CH:11]=[C:12]([CH:16]=[CH:17][C:18]=1[CH3:19])[C:13]([OH:15])=[O:14]. (4) Given the product [Br:1][C:2]1[CH:7]=[C:6]([Cl:8])[CH:5]=[CH:4][C:3]=1[O:9][CH2:12][C:11]([F:22])([F:21])[F:10], predict the reactants needed to synthesize it. The reactants are: [Br:1][C:2]1[CH:7]=[C:6]([Cl:8])[CH:5]=[CH:4][C:3]=1[OH:9].[F:10][C:11]([F:22])([F:21])[CH2:12]OS(C(F)(F)F)(=O)=O.C(=O)([O-])[O-].[K+].[K+].